This data is from NCI-60 drug combinations with 297,098 pairs across 59 cell lines. The task is: Regression. Given two drug SMILES strings and cell line genomic features, predict the synergy score measuring deviation from expected non-interaction effect. (1) Drug 1: CN(C)C1=NC(=NC(=N1)N(C)C)N(C)C. Drug 2: C1CC(C1)(C(=O)O)C(=O)O.[NH2-].[NH2-].[Pt+2]. Cell line: SW-620. Synergy scores: CSS=21.7, Synergy_ZIP=-7.41, Synergy_Bliss=-0.312, Synergy_Loewe=-12.1, Synergy_HSA=-2.94. (2) Drug 1: CC1=C(C=C(C=C1)NC2=NC=CC(=N2)N(C)C3=CC4=NN(C(=C4C=C3)C)C)S(=O)(=O)N.Cl. Drug 2: C1=CN(C(=O)N=C1N)C2C(C(C(O2)CO)O)O.Cl. Cell line: LOX IMVI. Synergy scores: CSS=11.7, Synergy_ZIP=-9.28, Synergy_Bliss=-5.98, Synergy_Loewe=-25.9, Synergy_HSA=-4.40. (3) Drug 1: CC1C(C(CC(O1)OC2CC(CC3=C2C(=C4C(=C3O)C(=O)C5=C(C4=O)C(=CC=C5)OC)O)(C(=O)CO)O)N)O.Cl. Drug 2: CN(C)N=NC1=C(NC=N1)C(=O)N. Cell line: OVCAR-5. Synergy scores: CSS=13.6, Synergy_ZIP=-3.09, Synergy_Bliss=-3.31, Synergy_Loewe=-3.01, Synergy_HSA=-3.03. (4) Drug 1: C1CN1C2=NC(=NC(=N2)N3CC3)N4CC4. Drug 2: COCCOC1=C(C=C2C(=C1)C(=NC=N2)NC3=CC=CC(=C3)C#C)OCCOC.Cl. Cell line: MALME-3M. Synergy scores: CSS=2.83, Synergy_ZIP=-3.23, Synergy_Bliss=-1.22, Synergy_Loewe=-1.16, Synergy_HSA=-1.15. (5) Drug 1: C1=C(C(=O)NC(=O)N1)F. Drug 2: C1CN(P(=O)(OC1)NCCCl)CCCl. Cell line: LOX IMVI. Synergy scores: CSS=32.0, Synergy_ZIP=3.46, Synergy_Bliss=-4.08, Synergy_Loewe=-8.30, Synergy_HSA=-2.79. (6) Drug 1: C1CN1P(=S)(N2CC2)N3CC3. Drug 2: C1=NC2=C(N=C(N=C2N1C3C(C(C(O3)CO)O)O)F)N. Cell line: HCT-15. Synergy scores: CSS=34.2, Synergy_ZIP=4.02, Synergy_Bliss=7.12, Synergy_Loewe=8.38, Synergy_HSA=8.50. (7) Drug 1: CC1OCC2C(O1)C(C(C(O2)OC3C4COC(=O)C4C(C5=CC6=C(C=C35)OCO6)C7=CC(=C(C(=C7)OC)O)OC)O)O. Drug 2: CN1C(=O)N2C=NC(=C2N=N1)C(=O)N. Cell line: SW-620. Synergy scores: CSS=31.8, Synergy_ZIP=-3.75, Synergy_Bliss=-3.66, Synergy_Loewe=-18.3, Synergy_HSA=-2.29. (8) Drug 1: CN(C)C1=NC(=NC(=N1)N(C)C)N(C)C. Drug 2: C1CNP(=O)(OC1)N(CCCl)CCCl. Cell line: NCI-H226. Synergy scores: CSS=-0.377, Synergy_ZIP=2.34, Synergy_Bliss=1.63, Synergy_Loewe=-3.61, Synergy_HSA=-2.43. (9) Drug 1: CC1CCC2CC(C(=CC=CC=CC(CC(C(=O)C(C(C(=CC(C(=O)CC(OC(=O)C3CCCCN3C(=O)C(=O)C1(O2)O)C(C)CC4CCC(C(C4)OC)O)C)C)O)OC)C)C)C)OC. Drug 2: C(CN)CNCCSP(=O)(O)O. Cell line: OVCAR-4. Synergy scores: CSS=13.8, Synergy_ZIP=-1.35, Synergy_Bliss=1.55, Synergy_Loewe=-23.3, Synergy_HSA=-0.636.